Dataset: Full USPTO retrosynthesis dataset with 1.9M reactions from patents (1976-2016). Task: Predict the reactants needed to synthesize the given product. The reactants are: [CH2:1]1[C:3]2([CH2:8][C:7](=[O:9])[CH2:6][CH2:5][NH:4]2)[CH2:2]1.[CH3:10][C:11]([O:14][C:15](O[C:15]([O:14][C:11]([CH3:13])([CH3:12])[CH3:10])=[O:16])=[O:16])([CH3:13])[CH3:12].C([O-])(O)=O.[Na+]. Given the product [O:9]=[C:7]1[CH2:8][C:3]2([CH2:2][CH2:1]2)[N:4]([C:15]([O:14][C:11]([CH3:13])([CH3:12])[CH3:10])=[O:16])[CH2:5][CH2:6]1, predict the reactants needed to synthesize it.